Predict the reaction yield, written as a fraction of the theoretical maximum amount of product (1.0 means a 100% yield; for example, 0.34 means a 34% yield). From a dataset of Reaction yield outcomes from USPTO patents with 853,638 reactions. (1) The product is [CH2:1]([N:3]1[CH2:8][C:7]([CH3:9])([CH3:10])[O:6][C:5](=[O:11])[CH:4]1[CH2:12][C:13]([NH:40][C:35]1[CH:34]=[N:39][CH:38]=[CH:37][CH:36]=1)=[O:15])[CH3:2]. The reactants are [CH2:1]([N:3]1[CH2:8][C:7]([CH3:10])([CH3:9])[O:6][C:5](=[O:11])[CH:4]1[CH2:12][C:13]([OH:15])=O)[CH3:2].C(N(C(C)C)CC)(C)C.CN(C(ON1N=[N:40][C:35]2[CH:36]=[CH:37][CH:38]=[N:39][C:34]1=2)=[N+](C)C)C.F[P-](F)(F)(F)(F)F.NC1C=NC=CC=1. The catalyst is CN(C=O)C. The yield is 0.360. (2) The reactants are B(Br)(Br)Br.[C:5]([N:13]1[C:21]2[C:16](=[CH:17][C:18]([O:23]C)=[C:19]([F:22])[CH:20]=2)[C:15]([CH2:25][C:26]([OH:28])=[O:27])=[C:14]1[CH3:29])(=[O:12])[C:6]1[CH:11]=[CH:10][CH:9]=[CH:8][CH:7]=1. The catalyst is ClCCl. The product is [C:5]([N:13]1[C:21]2[C:16](=[CH:17][C:18]([OH:23])=[C:19]([F:22])[CH:20]=2)[C:15]([CH2:25][C:26]([OH:28])=[O:27])=[C:14]1[CH3:29])(=[O:12])[C:6]1[CH:11]=[CH:10][CH:9]=[CH:8][CH:7]=1. The yield is 0.520. (3) The catalyst is CS(C)=O.CO. The reactants are Cl[C:2]1[C:7]([N+:8]([O-:10])=[O:9])=[C:6]([CH3:11])[CH:5]=[C:4]([CH3:12])[N:3]=1.[NH2:13][C:14]1[CH:19]=[CH:18][C:17]([CH2:20][CH2:21][C:22]([O:24]C)=[O:23])=[CH:16][CH:15]=1.C(N(CC)C(C)C)(C)C.[OH-].[Na+].Cl. The product is [CH3:11][C:6]1[CH:5]=[C:4]([CH3:12])[N:3]=[C:2]([NH:13][C:14]2[CH:15]=[CH:16][C:17]([CH2:20][CH2:21][C:22]([OH:24])=[O:23])=[CH:18][CH:19]=2)[C:7]=1[N+:8]([O-:10])=[O:9]. The yield is 0.770. (4) The reactants are [Br:1][C:2]1[CH:3]=[C:4]2[C:8](=[CH:9][CH:10]=1)[NH:7][N:6]=[C:5]2[CH:11]=O.[C:13]1([NH2:20])[CH:18]=[CH:17][CH:16]=[CH:15][C:14]=1[NH2:19].S(=O)(O)[O-].[Na+]. The catalyst is C1COCC1.Cl.C(OCC)(=O)C. The product is [NH:19]1[C:14]2[CH:15]=[CH:16][CH:17]=[CH:18][C:13]=2[N:20]=[C:11]1[C:5]1[C:4]2[C:8](=[CH:9][CH:10]=[C:2]([Br:1])[CH:3]=2)[NH:7][N:6]=1. The yield is 0.500. (5) The reactants are [Br:1][C:2]1[CH:7]=[CH:6][C:5]([OH:8])=[C:4]([O:9][CH3:10])[CH:3]=1.C(N(C(C)C)C(C)C)C.[C:20]([Si:24](Cl)([CH3:26])[CH3:25])([CH3:23])([CH3:22])[CH3:21]. The catalyst is CN(C=O)C. The product is [Br:1][C:2]1[CH:7]=[CH:6][C:5]([O:8][Si:24]([C:20]([CH3:23])([CH3:22])[CH3:21])([CH3:26])[CH3:25])=[C:4]([O:9][CH3:10])[CH:3]=1. The yield is 0.990.